Dataset: Full USPTO retrosynthesis dataset with 1.9M reactions from patents (1976-2016). Task: Predict the reactants needed to synthesize the given product. (1) Given the product [CH3:14][NH:15][C:16]([C:18]1[N:22]2[CH2:23][CH2:24][N:25]([C:11]([C:9]3[CH:10]=[C:5]4[N:4]=[CH:3][C:2]([Cl:1])=[CH:7][N:6]4[N:8]=3)=[O:13])[CH2:26][C:21]2=[CH:20][CH:19]=1)=[O:17], predict the reactants needed to synthesize it. The reactants are: [Cl:1][C:2]1[CH:3]=[N:4][C:5]2[N:6]([N:8]=[C:9]([C:11]([OH:13])=O)[CH:10]=2)[CH:7]=1.[CH3:14][NH:15][C:16]([C:18]1[N:22]2[CH2:23][CH2:24][NH:25][CH2:26][C:21]2=[CH:20][CH:19]=1)=[O:17]. (2) Given the product [C:35]1([CH:20]([C:14]2[CH:19]=[CH:18][CH:17]=[CH:16][CH:15]=2)[CH2:21][N:22]([CH2:2][CH2:3][CH2:4][OH:5])[CH2:23][C:24]2[CH:29]=[CH:28][CH:27]=[C:26]([C:30]([F:31])([F:32])[F:33])[C:25]=2[Cl:34])[CH:36]=[CH:37][CH:38]=[CH:39][CH:40]=1, predict the reactants needed to synthesize it. The reactants are: Br[CH2:2][CH2:3][CH2:4][OH:5].[Na+].[I-].C([O-])([O-])=O.[K+].[K+].[C:14]1([CH:20]([C:35]2[CH:40]=[CH:39][CH:38]=[CH:37][CH:36]=2)[CH2:21][NH:22][CH2:23][C:24]2[CH:29]=[CH:28][CH:27]=[C:26]([C:30]([F:33])([F:32])[F:31])[C:25]=2[Cl:34])[CH:19]=[CH:18][CH:17]=[CH:16][CH:15]=1. (3) Given the product [Br:14][C:15]1[CH:24]=[CH:23][CH:22]=[C:21]2[C:16]=1[CH2:17][CH2:18][CH2:19][N:20]2[C:25](=[O:28])[CH2:26][O:13][CH2:12][CH2:11][C:5]1[CH:6]=[CH:7][CH:8]=[C:9]([CH3:10])[C:4]=1[CH3:3], predict the reactants needed to synthesize it. The reactants are: [H-].[Na+].[CH3:3][C:4]1[C:9]([CH3:10])=[CH:8][CH:7]=[CH:6][C:5]=1[CH2:11][CH2:12][OH:13].[Br:14][C:15]1[CH:24]=[CH:23][CH:22]=[C:21]2[C:16]=1[CH2:17][CH2:18][CH2:19][N:20]2[C:25](=[O:28])[CH2:26]Cl.